This data is from Forward reaction prediction with 1.9M reactions from USPTO patents (1976-2016). The task is: Predict the product of the given reaction. (1) Given the reactants [Br:1][C:2]1[CH:7]=[C:6]([F:8])[C:5]([OH:9])=[CH:4][C:3]=1[CH2:10][C:11]([OH:13])=[O:12].S(=O)(=O)(O)O.[CH3:19][CH2:20]O, predict the reaction product. The product is: [CH2:19]([O:12][C:11](=[O:13])[CH2:10][C:3]1[CH:4]=[C:5]([OH:9])[C:6]([F:8])=[CH:7][C:2]=1[Br:1])[CH3:20]. (2) Given the reactants C(O[CH:5]1[CH2:31][C:30](=[O:32])[CH:29]([CH2:33][CH:34]=[CH2:35])[CH:28]=[C:27]([CH3:36])[CH2:26][CH:25]([CH3:37])[CH2:24][CH:23](OC)[CH:22]2[O:40][C:18]([OH:44])([CH:19]([CH3:43])[CH2:20][CH:21]2[O:41][CH3:42])[C:17](=[O:45])[C:16](=[O:46])[N:15]2[CH:10]([CH2:11][CH2:12][CH2:13][CH2:14]2)[C:9](=[O:47])[O:8][CH:7]([C:48]([CH3:76])=[CH:49][CH:50]2[CH2:55][CH2:54][CH:53]([O:56][Si:57]([C:70]([CH3:73])([CH3:72])[CH3:71])([C:64]3[CH:69]=[CH:68][CH:67]=[CH:66][CH:65]=3)[C:58]3[CH:63]=[CH:62][CH:61]=[CH:60][CH:59]=3)[CH:52]([O:74][CH3:75])[CH2:51]2)[CH:6]1[CH3:77])(=O)C.[C:78](=O)([O-])[O-:79].[K+].[K+], predict the reaction product. The product is: [CH2:33]([CH:29]1[CH:28]=[C:27]([CH3:36])[CH2:26][CH:25]([CH3:37])[CH:24]([O:79][CH3:78])[CH2:23][CH:22]2[O:40][C:18]([OH:44])([CH:19]([CH3:43])[CH2:20][CH:21]2[O:41][CH3:42])[C:17](=[O:45])[C:16](=[O:46])[N:15]2[CH:10]([CH2:11][CH2:12][CH2:13][CH2:14]2)[C:9](=[O:47])[O:8][CH:7]([C:48]([CH3:76])=[CH:49][CH:50]2[CH2:55][CH2:54][CH:53]([O:56][Si:57]([C:70]([CH3:72])([CH3:71])[CH3:73])([C:64]3[CH:65]=[CH:66][CH:67]=[CH:68][CH:69]=3)[C:58]3[CH:63]=[CH:62][CH:61]=[CH:60][CH:59]=3)[CH:52]([O:74][CH3:75])[CH2:51]2)[CH:6]([CH3:77])[CH:5]=[CH:31][C:30]1=[O:32])[CH:34]=[CH2:35]. (3) Given the reactants [Cl:1][C:2]1[N+:7]([O-])=[C:6]([CH3:9])[C:5]([NH:10][C:11](=[O:17])[O:12][C:13]([CH3:16])([CH3:15])[CH3:14])=[CH:4][CH:3]=1.[C:18]([O:21]C(=O)C)(=[O:20])[CH3:19], predict the reaction product. The product is: [C:18]([O:21][CH2:9][C:6]1[C:5]([NH:10][C:11]([O:12][C:13]([CH3:16])([CH3:15])[CH3:14])=[O:17])=[CH:4][CH:3]=[C:2]([Cl:1])[N:7]=1)(=[O:20])[CH3:19]. (4) The product is: [C:10]([O:9][C:7]([N:1]1[CH2:6][CH2:5][N:4]([S:22]([CH3:21])(=[O:24])=[O:23])[CH2:3][CH2:2]1)=[O:8])([CH3:13])([CH3:12])[CH3:11]. Given the reactants [N:1]1([C:7]([O:9][C:10]([CH3:13])([CH3:12])[CH3:11])=[O:8])[CH2:6][CH2:5][NH:4][CH2:3][CH2:2]1.C(N(CC)CC)C.[CH3:21][S:22](Cl)(=[O:24])=[O:23], predict the reaction product.